Dataset: HIV replication inhibition screening data with 41,000+ compounds from the AIDS Antiviral Screen. Task: Binary Classification. Given a drug SMILES string, predict its activity (active/inactive) in a high-throughput screening assay against a specified biological target. (1) The drug is CC(C)CN1CC(=O)N2CCCN2C(=O)C1. The result is 0 (inactive). (2) The drug is CCOc1ccc(C=C2C(=O)N=C(NC(C)=O)N2C)cc1. The result is 0 (inactive). (3) The compound is O=c1cc(N2CCCC2)[nH]c(=O)n1Cc1ccccc1. The result is 0 (inactive).